This data is from Full USPTO retrosynthesis dataset with 1.9M reactions from patents (1976-2016). The task is: Predict the reactants needed to synthesize the given product. (1) Given the product [CH:1]1([C:9](=[O:13])[CH:10]([CH3:12])[CH3:11])[CH2:8][CH2:7][CH2:6][CH2:5][CH:4]=[CH:3][CH2:2]1, predict the reactants needed to synthesize it. The reactants are: [CH:1]1[CH2:8][CH2:7][CH2:6][CH2:5][CH2:4][CH2:3][CH:2]=1.[C:9](O[C:9](=[O:13])[CH:10]([CH3:12])[CH3:11])(=[O:13])[CH:10]([CH3:12])[CH3:11]. (2) Given the product [NH2:1][C:2]1[N:10]=[CH:9][N:8]=[C:7]2[C:3]=1[N:4]=[C:5]([S:16][C:17]1[S:18][C:19]3[C:25]([Cl:26])=[CH:24][CH:23]=[CH:22][C:20]=3[N:21]=1)[N:6]2[CH:11]([CH3:15])[CH2:12][CH2:13][O:14][S:27](=[O:30])(=[O:29])[NH2:28], predict the reactants needed to synthesize it. The reactants are: [NH2:1][C:2]1[N:10]=[CH:9][N:8]=[C:7]2[C:3]=1[N:4]=[C:5]([S:16][C:17]1[S:18][C:19]3[C:25]([Cl:26])=[CH:24][CH:23]=[CH:22][C:20]=3[N:21]=1)[N:6]2[CH:11]([CH3:15])[CH2:12][CH2:13][OH:14].[S:27](Cl)(=[O:30])(=[O:29])[NH2:28].C(=O)([O-])[O-].[Ca+2]. (3) Given the product [C:17]([O:1][CH2:2][C:3]1[C:4]2[C:9]([CH:10]=[C:11]3[C:16]=1[CH:15]=[CH:14][CH:13]=[CH:12]3)=[CH:8][CH:7]=[CH:6][CH:5]=2)(=[O:21])[C:18]([CH3:20])=[CH2:19], predict the reactants needed to synthesize it. The reactants are: [OH:1][CH2:2][C:3]1[C:4]2[C:9]([CH:10]=[C:11]3[C:16]=1[CH:15]=[CH:14][CH:13]=[CH:12]3)=[CH:8][CH:7]=[CH:6][CH:5]=2.[C:17](O[C:17](=[O:21])[C:18]([CH3:20])=[CH2:19])(=[O:21])[C:18]([CH3:20])=[CH2:19]. (4) Given the product [C:5]([O:8][C:9]1[CH:14]=[CH:13][C:12]([CH2:15][C:1]([Cl:4])=[O:2])=[CH:11][CH:10]=1)(=[O:7])[CH3:6], predict the reactants needed to synthesize it. The reactants are: [C:1]([Cl:4])(Cl)=[O:2].[C:5]([O:8][C:9]1[CH:14]=[CH:13][C:12]([CH2:15]O)=[CH:11][CH:10]=1)(=[O:7])[CH3:6]. (5) Given the product [F:37][C:30]1[CH:29]=[C:28]([F:38])[C:27]([C:2]#[C:1][C:3]2[N:4]=[CH:5][N:6]3[C:11]([C:12]([F:15])([F:14])[F:13])=[CH:10][C:9]([C:16]4[CH:21]=[CH:20][C:19]([C:22]([F:25])([F:24])[F:23])=[CH:18][CH:17]=4)=[N:8][C:7]=23)=[CH:32][C:31]=1[S:33]([NH2:36])(=[O:34])=[O:35], predict the reactants needed to synthesize it. The reactants are: [C:1]([C:3]1[N:4]=[CH:5][N:6]2[C:11]([C:12]([F:15])([F:14])[F:13])=[CH:10][C:9]([C:16]3[CH:21]=[CH:20][C:19]([C:22]([F:25])([F:24])[F:23])=[CH:18][CH:17]=3)=[N:8][C:7]=12)#[CH:2].Br[C:27]1[C:28]([F:38])=[CH:29][C:30]([F:37])=[C:31]([S:33]([NH2:36])(=[O:35])=[O:34])[CH:32]=1. (6) Given the product [CH3:1][O:2][C:3]1[CH:4]=[C:5]([C:11]2([CH2:16][NH2:17])[CH2:12][CH2:13][CH2:14][CH2:15]2)[CH:6]=[CH:7][C:8]=1[O:9][CH3:10], predict the reactants needed to synthesize it. The reactants are: [CH3:1][O:2][C:3]1[CH:4]=[C:5]([C:11]2([C:16]#[N:17])[CH2:15][CH2:14][CH2:13][CH2:12]2)[CH:6]=[CH:7][C:8]=1[O:9][CH3:10].[H-].[Al+3].[Li+].[H-].[H-].[H-]. (7) Given the product [CH3:24][O:23][C:22]1[C:3](=[O:2])[C:4]([CH3:29])=[C:5]([CH2:6][C:7]2[C:8]([O:16][C:17](=[O:19])[CH3:18])=[C:9]([CH:13]=[CH:14][CH:15]=2)[C:10]([OH:12])=[O:11])[C:20](=[O:27])[C:21]=1[O:25][CH3:26], predict the reactants needed to synthesize it. The reactants are: C[O:2][C:3]1[C:4]([CH3:29])=[C:5]([C:20]([O:27]C)=[C:21]([O:25][CH3:26])[C:22]=1[O:23][CH3:24])[CH2:6][C:7]1[C:8]([O:16][C:17](=[O:19])[CH3:18])=[C:9]([CH:13]=[CH:14][CH:15]=1)[C:10]([OH:12])=[O:11].O=[N+]([O-])[O-].[O-][N+](=O)[O-].[O-][N+](=O)[O-].[O-][N+](=O)[O-].[O-][N+](=O)[O-].[O-][N+](=O)[O-].[Ce+4].[NH4+].[NH4+]. (8) The reactants are: [CH3:1][C:2]1[CH:10]=[CH:9][C:5]2[S:6][CH:7]=[CH:8][C:4]=2[CH:3]=1.[Li][C:12](C)(C)[CH3:13].C(I)C. Given the product [CH2:12]([C:7]1[S:6][C:5]2[CH:9]=[CH:10][C:2]([CH3:1])=[CH:3][C:4]=2[CH:8]=1)[CH3:13], predict the reactants needed to synthesize it. (9) Given the product [NH2:22][C:17]1[CH:18]=[N:19][CH:20]=[CH:21][C:16]=1[N:12]1[CH2:13][C@H:14]([CH3:15])[C@@H:9]([O:8][Si:1]([C:4]([CH3:7])([CH3:6])[CH3:5])([CH3:3])[CH3:2])[C@H:10]([NH:25][C:26](=[O:32])[O:27][C:28]([CH3:31])([CH3:30])[CH3:29])[CH2:11]1, predict the reactants needed to synthesize it. The reactants are: [Si:1]([O:8][C@@H:9]1[C@@H:14]([CH3:15])[CH2:13][N:12]([C:16]2[CH:21]=[CH:20][N:19]=[CH:18][C:17]=2[N+:22]([O-])=O)[CH2:11][C@H:10]1[NH:25][C:26](=[O:32])[O:27][C:28]([CH3:31])([CH3:30])[CH3:29])([C:4]([CH3:7])([CH3:6])[CH3:5])([CH3:3])[CH3:2].[H][H]. (10) Given the product [F:23][C:17]1[CH:18]=[C:19]([F:22])[CH:20]=[CH:21][C:16]=1[N:9]1[C:10]2[CH:15]=[CH:14][CH:13]=[CH:12][C:11]=2[N:7]([CH2:6][CH2:5][CH2:4][CH2:3][CH2:2][NH:27][CH3:26])[S:8]1(=[O:25])=[O:24], predict the reactants needed to synthesize it. The reactants are: Br[CH2:2][CH2:3][CH2:4][CH2:5][CH2:6][N:7]1[C:11]2[CH:12]=[CH:13][CH:14]=[CH:15][C:10]=2[N:9]([C:16]2[CH:21]=[CH:20][C:19]([F:22])=[CH:18][C:17]=2[F:23])[S:8]1(=[O:25])=[O:24].[CH3:26][NH2:27].